From a dataset of Reaction yield outcomes from USPTO patents with 853,638 reactions. Predict the reaction yield, written as a fraction of the theoretical maximum amount of product (1.0 means a 100% yield; for example, 0.34 means a 34% yield). The yield is 0.900. The catalyst is C(Cl)Cl. The product is [CH:1]1([CH2:4][O:5][C:6]2[CH:14]=[CH:13][C:9]([C:10]([N:32]3[CH2:33][CH2:34][N:29]([C:24]4[CH:25]=[CH:26][CH:27]=[CH:28][N:23]=4)[CH2:30][CH2:31]3)=[O:12])=[CH:8][C:7]=2[C:15]#[C:16][C:17]2[CH:22]=[CH:21][CH:20]=[CH:19][N:18]=2)[CH2:2][CH2:3]1. The reactants are [CH:1]1([CH2:4][O:5][C:6]2[CH:14]=[CH:13][C:9]([C:10]([OH:12])=O)=[CH:8][C:7]=2[C:15]#[C:16][C:17]2[CH:22]=[CH:21][CH:20]=[CH:19][N:18]=2)[CH2:3][CH2:2]1.[N:23]1[CH:28]=[CH:27][CH:26]=[CH:25][C:24]=1[N:29]1[CH2:34][CH2:33][NH:32][CH2:31][CH2:30]1.C(N(CC)CC)C.C1C=CC2N(O)N=NC=2C=1.C(Cl)CCl.